This data is from Peptide-MHC class I binding affinity with 185,985 pairs from IEDB/IMGT. The task is: Regression. Given a peptide amino acid sequence and an MHC pseudo amino acid sequence, predict their binding affinity value. This is MHC class I binding data. The peptide sequence is HAYCGIKGL. The MHC is HLA-A02:03 with pseudo-sequence HLA-A02:03. The binding affinity (normalized) is 0.680.